From a dataset of NCI-60 drug combinations with 297,098 pairs across 59 cell lines. Regression. Given two drug SMILES strings and cell line genomic features, predict the synergy score measuring deviation from expected non-interaction effect. Drug 1: CS(=O)(=O)OCCCCOS(=O)(=O)C. Drug 2: CC12CCC3C(C1CCC2OP(=O)(O)O)CCC4=C3C=CC(=C4)OC(=O)N(CCCl)CCCl.[Na+]. Cell line: OVCAR-4. Synergy scores: CSS=4.10, Synergy_ZIP=-1.60, Synergy_Bliss=0.0458, Synergy_Loewe=-7.10, Synergy_HSA=-1.99.